Dataset: Full USPTO retrosynthesis dataset with 1.9M reactions from patents (1976-2016). Task: Predict the reactants needed to synthesize the given product. (1) Given the product [Cl:40][C:39]1[C:34]([N:28]2[CH2:29][CH2:30][C:20]3[C:19]([NH:18][C:15]4[CH:16]=[CH:17][C:12]([C:11]([F:31])([F:10])[F:32])=[CH:13][CH:14]=4)=[N:24][C:23]([S:25][CH3:26])=[N:22][C:21]=3[CH2:27]2)=[N:35][CH:36]=[CH:37][CH:38]=1, predict the reactants needed to synthesize it. The reactants are: C(N(C(C)C)CC)(C)C.[F:10][C:11]([F:32])([F:31])[C:12]1[CH:17]=[CH:16][C:15]([NH:18][C:19]2[C:20]3[CH2:30][CH2:29][NH:28][CH2:27][C:21]=3[N:22]=[C:23]([S:25][CH3:26])[N:24]=2)=[CH:14][CH:13]=1.Cl[C:34]1[C:39]([Cl:40])=[CH:38][CH:37]=[CH:36][N:35]=1. (2) Given the product [CH3:18][O:17][C:12]1[CH:13]=[CH:14][CH:15]=[CH:16][C:11]=1[CH2:10][C:7]1[C:8]([NH2:9])=[N:26][N:25]([C:19]2[CH:24]=[CH:23][CH:22]=[CH:21][CH:20]=2)[CH:6]=1, predict the reactants needed to synthesize it. The reactants are: C[O-].[Na+].CO[CH2:6][C:7](=[CH:10][C:11]1[CH:16]=[CH:15][CH:14]=[CH:13][C:12]=1[O:17][CH3:18])[C:8]#[N:9].[C:19]1([NH:25][NH2:26])[CH:24]=[CH:23][CH:22]=[CH:21][CH:20]=1.